This data is from Forward reaction prediction with 1.9M reactions from USPTO patents (1976-2016). The task is: Predict the product of the given reaction. (1) Given the reactants [F:1][C:2]1[CH:3]=[C:4]([N:8]2[C:16]3[C:11](=[CH:12][CH:13]=[CH:14][CH:15]=3)[CH:10]=[C:9]2[C:17](=O)[CH3:18])[CH:5]=[CH:6][CH:7]=1.C([O-])(=O)C.[NH4+].C([BH3-])#[N:26].[Na+], predict the reaction product. The product is: [F:1][C:2]1[CH:3]=[C:4]([N:8]2[C:16]3[C:11](=[CH:12][CH:13]=[CH:14][CH:15]=3)[CH:10]=[C:9]2[CH:17]([NH2:26])[CH3:18])[CH:5]=[CH:6][CH:7]=1. (2) Given the reactants ClC[C:3]1[N:4]=[C:5]([C:8]2[CH:13]=[CH:12][CH:11]=[CH:10][CH:9]=2)[S:6][CH:7]=1.Cl.[CH3:15][O:16][C:17]1[CH:22]=[CH:21][CH:20]=[C:19]([N+:23]([O-:25])=[O:24])[C:18]=1[N:26]([CH2:31][CH2:32][CH3:33])[CH2:27][CH2:28][NH:29][CH3:30].C(=O)([O-])[O-].[Na+].[Na+].O, predict the reaction product. The product is: [CH3:15][O:16][C:17]1[CH:22]=[CH:21][CH:20]=[C:19]([N+:23]([O-:25])=[O:24])[C:18]=1[N:26]1[CH2:31][CH2:32][CH2:33][N:29]([CH2:30][C:7]2[S:6][C:5]([C:8]3[CH:9]=[CH:10][CH:11]=[CH:12][CH:13]=3)=[N:4][CH:3]=2)[CH2:28][CH2:27]1.